Dataset: Reaction yield outcomes from USPTO patents with 853,638 reactions. Task: Predict the reaction yield, written as a fraction of the theoretical maximum amount of product (1.0 means a 100% yield; for example, 0.34 means a 34% yield). The reactants are [Cl:1][C:2]1[CH:3]=[C:4]2[O:8][C:7]([C:9]3[CH:14]=[CH:13][C:12]([CH3:15])=[CH:11][CH:10]=3)=[N:6][C:5]2=[C:16]([C:18]([OH:20])=O)[CH:17]=1.Cl.Cl.[NH2:23][CH:24]1[CH2:31][CH:30]2[N:32]([CH3:33])[CH:26]([CH2:27][CH2:28][CH2:29]2)[CH2:25]1.Cl.C(N=C=NCCCN(C)C)C.ON1C2C=CC=CC=2N=N1.C(N(CC)CC)C. The catalyst is CN(C=O)C.C(OCC)(=O)C. The product is [CH3:33][N:32]1[CH:26]2[CH2:27][CH2:28][CH2:29][CH:30]1[CH2:31][CH:24]([NH:23][C:18]([C:16]1[CH:17]=[C:2]([Cl:1])[CH:3]=[C:4]3[O:8][C:7]([C:9]4[CH:10]=[CH:11][C:12]([CH3:15])=[CH:13][CH:14]=4)=[N:6][C:5]=13)=[O:20])[CH2:25]2. The yield is 0.260.